Dataset: Catalyst prediction with 721,799 reactions and 888 catalyst types from USPTO. Task: Predict which catalyst facilitates the given reaction. (1) Reactant: [F:1][C:2]1[CH:3]=[C:4]([N:9]2[CH2:13][CH2:12][C:11]3([CH2:18][C@@H:17](O)[CH2:16][C@H:15]([NH:20][C:21]([C:23]4[CH:28]=[CH:27][N:26]=[C:25]([CH3:29])[N:24]=4)=[O:22])[CH2:14]3)[C:10]2=[O:30])[CH:5]=[C:6]([F:8])[CH:7]=1.CCN(S(F)(F)[F:37])CC. Product: [F:8][C:6]1[CH:5]=[C:4]([N:9]2[CH2:13][CH2:12][C:11]3([CH2:18][C@@H:17]([F:37])[CH2:16][C@H:15]([NH:20][C:21]([C:23]4[CH:28]=[CH:27][N:26]=[C:25]([CH3:29])[N:24]=4)=[O:22])[CH2:14]3)[C:10]2=[O:30])[CH:3]=[C:2]([F:1])[CH:7]=1. The catalyst class is: 2. (2) Reactant: [C:1]1([N:7]2[C:15]3[CH2:14][CH2:13][NH:12][CH2:11][C:10]=3[N:9]=[N:8]2)[CH:6]=[CH:5][CH:4]=[CH:3][CH:2]=1.[Cl:16][C:17]1[C:25]([C:26]([F:29])([F:28])[F:27])=[CH:24][CH:23]=[CH:22][C:18]=1[C:19](O)=[O:20].CCN(CC)CC.CN(C(ON1N=NC2C=CC=NC1=2)=[N+](C)C)C.F[P-](F)(F)(F)(F)F. Product: [Cl:16][C:17]1[C:25]([C:26]([F:28])([F:29])[F:27])=[CH:24][CH:23]=[CH:22][C:18]=1[C:19]([N:12]1[CH2:13][CH2:14][C:15]2[N:7]([C:1]3[CH:2]=[CH:3][CH:4]=[CH:5][CH:6]=3)[N:8]=[N:9][C:10]=2[CH2:11]1)=[O:20]. The catalyst class is: 2.